Regression. Given a peptide amino acid sequence and an MHC pseudo amino acid sequence, predict their binding affinity value. This is MHC class I binding data. From a dataset of Peptide-MHC class I binding affinity with 185,985 pairs from IEDB/IMGT. (1) The peptide sequence is DPHGPVQLSYYD. The MHC is HLA-B53:01 with pseudo-sequence HLA-B53:01. The binding affinity (normalized) is 0. (2) The peptide sequence is LTDAFHGYH. The MHC is HLA-B40:01 with pseudo-sequence HLA-B40:01. The binding affinity (normalized) is 0.0847. (3) The peptide sequence is VWKQLFPEL. The MHC is HLA-B51:01 with pseudo-sequence HLA-B51:01. The binding affinity (normalized) is 0.0847. (4) The peptide sequence is GRIPVSDIF. The MHC is HLA-A02:03 with pseudo-sequence HLA-A02:03. The binding affinity (normalized) is 0.0847.